Predict the reaction yield, written as a fraction of the theoretical maximum amount of product (1.0 means a 100% yield; for example, 0.34 means a 34% yield). From a dataset of Reaction yield outcomes from USPTO patents with 853,638 reactions. (1) The reactants are [F:1][C:2]1[CH:7]=[CH:6][C:5]([CH2:8][C:9](=[O:11])[CH3:10])=[CH:4][CH:3]=1.BrBr.[Cl:14][C:15]1[CH:23]=[C:22]2[C:18]([CH:19]=[N:20][N:21]2[C:24]2[CH:29]=[CH:28][C:27]([F:30])=[CH:26][CH:25]=2)=[CH:17][C:16]=1[OH:31].C(=O)([O-])[O-].[K+].[K+]. The catalyst is C(Cl)Cl.C1COCC1. The product is [Cl:14][C:15]1[CH:23]=[C:22]2[C:18]([CH:19]=[N:20][N:21]2[C:24]2[CH:25]=[CH:26][C:27]([F:30])=[CH:28][CH:29]=2)=[CH:17][C:16]=1[O:31][CH:8]([C:5]1[CH:4]=[CH:3][C:2]([F:1])=[CH:7][CH:6]=1)[C:9]([CH3:10])=[O:11]. The yield is 0.880. (2) The reactants are [C:1]([C:5]1[CH:6]=[C:7]2[C:11](=[CH:12][C:13]=1[N+:14]([O-])=O)[NH:10][CH:9]=[CH:8]2)([CH3:4])([CH3:3])[CH3:2]. The catalyst is [Ni].CO. The product is [C:1]([C:5]1[CH:6]=[C:7]2[C:11](=[CH:12][C:13]=1[NH2:14])[NH:10][CH:9]=[CH:8]2)([CH3:4])([CH3:2])[CH3:3]. The yield is 0.870.